From a dataset of Catalyst prediction with 721,799 reactions and 888 catalyst types from USPTO. Predict which catalyst facilitates the given reaction. (1) Reactant: [CH2:1]1[C:13]2[NH:12][C:11]3[C:6](=[CH:7][CH:8]=[CH:9][CH:10]=3)[C:5]=2[CH2:4][CH2:3][NH:2]1.[N:14]([C:17]1[CH:22]=[CH:21][CH:20]=[C:19]([C:23]([F:26])([F:25])[F:24])[CH:18]=1)=[C:15]=[O:16]. Product: [F:24][C:23]([F:25])([F:26])[C:19]1[CH:18]=[C:17]([NH:14][C:15]([N:2]2[CH2:3][CH2:4][C:5]3[C:6]4[C:11](=[CH:10][CH:9]=[CH:8][CH:7]=4)[NH:12][C:13]=3[CH2:1]2)=[O:16])[CH:22]=[CH:21][CH:20]=1. The catalyst class is: 204. (2) Reactant: [NH2:1][C:2]1[CH:19]=[CH:18][C:5]2[N:6]=[C:7]([NH:9][C:10](=[O:17])[C:11]3[CH:16]=[CH:15][CH:14]=[CH:13][CH:12]=3)[S:8][C:4]=2[CH:3]=1.[CH3:20][N:21]([CH3:24])[CH:22]=O.ClCCl.CO. Product: [CH3:20][N:21]1[CH2:24][CH2:22][N:21]([C:24]2[CH:4]=[CH:5][N:6]=[C:7]([NH:1][C:2]3[CH:19]=[CH:18][C:5]4[N:6]=[C:7]([NH:9][C:10](=[O:17])[C:11]5[CH:16]=[CH:15][CH:14]=[CH:13][CH:12]=5)[S:8][C:4]=4[CH:3]=3)[N:9]=2)[CH2:20][CH2:22]1. The catalyst class is: 8. (3) Reactant: [F:1][C:2]1[CH:10]=[C:9]2[C:5]([C:6]([C:12]3[N:13]=[C:14]4[C:20]([C:21]([NH:23][C:24]5([CH3:37])[CH2:29][CH2:28][N:27](C(OC(C)(C)C)=O)[CH2:26][CH2:25]5)=[O:22])=[CH:19][NH:18][C:15]4=[N:16][CH:17]=3)=[N:7][N:8]2[CH3:11])=[CH:4][CH:3]=1.[ClH:38]. Product: [ClH:38].[F:1][C:2]1[CH:10]=[C:9]2[C:5]([C:6]([C:12]3[N:13]=[C:14]4[C:20]([C:21]([NH:23][C:24]5([CH3:37])[CH2:25][CH2:26][NH:27][CH2:28][CH2:29]5)=[O:22])=[CH:19][NH:18][C:15]4=[N:16][CH:17]=3)=[N:7][N:8]2[CH3:11])=[CH:4][CH:3]=1. The catalyst class is: 12. (4) Reactant: C[O:2][C:3](=[O:38])[CH2:4][CH2:5][NH:6][C:7](=[O:37])[C:8]1[CH:13]=[CH:12][C:11]([CH:14]([O:19][C:20]2[CH:25]=[CH:24][C:23]([C:26]3[CH:31]=[CH:30][C:29]([CH:32]([CH3:34])[CH3:33])=[CH:28][CH:27]=3)=[C:22]([CH:35]=[O:36])[CH:21]=2)[CH2:15][CH:16]([CH3:18])[CH3:17])=[CH:10][CH:9]=1.[BH4-].[Na+]. Product: [OH:36][CH2:35][C:22]1[CH:21]=[C:20]([O:19][CH:14]([C:11]2[CH:12]=[CH:13][C:8]([C:7]([NH:6][CH2:5][CH2:4][C:3]([OH:38])=[O:2])=[O:37])=[CH:9][CH:10]=2)[CH2:15][CH:16]([CH3:18])[CH3:17])[CH:25]=[CH:24][C:23]=1[C:26]1[CH:27]=[CH:28][C:29]([CH:32]([CH3:34])[CH3:33])=[CH:30][CH:31]=1. The catalyst class is: 125. (5) Reactant: [C:1]1([C:7]2[O:11][N:10]=[C:9]([C:12]([OH:14])=O)[CH:8]=2)[CH:6]=[CH:5][CH:4]=[CH:3][CH:2]=1.CN(C(ON1N=NC2C=CC=NC1=2)=[N+](C)C)C.F[P-](F)(F)(F)(F)F.[NH2:39][CH2:40][CH2:41][CH2:42][CH2:43][C:44]([N:46]1[CH2:51][CH2:50][N:49]([CH3:52])[CH2:48][CH2:47]1)=[O:45].CCN(C(C)C)C(C)C. Product: [CH3:52][N:49]1[CH2:50][CH2:51][N:46]([C:44](=[O:45])[CH2:43][CH2:42][CH2:41][CH2:40][NH:39][C:12]([C:9]2[CH:8]=[C:7]([C:1]3[CH:2]=[CH:3][CH:4]=[CH:5][CH:6]=3)[O:11][N:10]=2)=[O:14])[CH2:47][CH2:48]1. The catalyst class is: 18. (6) The catalyst class is: 301. Reactant: [Cl:1][C:2]1[CH:28]=[CH:27][C:5]([CH2:6][N:7]2[C:15]3[C:10](=[CH:11][CH:12]=[CH:13][CH:14]=3)[C:9]([C:16](=O)[C:17]([NH:19][C:20]3[S:24][N:23]=[C:22]([CH3:25])[CH:21]=3)=[O:18])=[CH:8]2)=[CH:4][CH:3]=1.Cl.[NH2:30][OH:31].C([O-])(=O)C.[Na+]. Product: [Cl:1][C:2]1[CH:28]=[CH:27][C:5]([CH2:6][N:7]2[C:15]3[C:10](=[CH:11][CH:12]=[CH:13][CH:14]=3)[C:9]([C:16](=[N:30][OH:31])[C:17]([NH:19][C:20]3[S:24][N:23]=[C:22]([CH3:25])[CH:21]=3)=[O:18])=[CH:8]2)=[CH:4][CH:3]=1. (7) Reactant: [Cl:1][C:2]1[CH:7]=[CH:6][C:5]([C:8]2[CH:12]=[CH:11][S:10][C:9]=2[CH:13]=[O:14])=[CH:4][CH:3]=1.[H-].[H-].[H-].[H-].[Li+].[Al+3]. Product: [Cl:1][C:2]1[CH:7]=[CH:6][C:5]([C:8]2[CH:12]=[CH:11][S:10][C:9]=2[CH2:13][OH:14])=[CH:4][CH:3]=1. The catalyst class is: 7. (8) Reactant: [C:1]1([C:7]2[N:8]=[C:9]3[C@H:14]([CH2:15][C:16]4[CH:21]=[CH:20][CH:19]=[CH:18][CH:17]=4)[NH:13][CH:12]([C:22]4[CH:27]=[CH:26][CH:25]=[CH:24][CH:23]=4)[CH2:11][N:10]3[CH:28]=2)[CH:6]=[CH:5][CH:4]=[CH:3][CH:2]=1.[CH3:29][O:30][CH2:31][C:32](Cl)=[O:33]. Product: [CH3:29][O:30][CH2:31][C:32]([N:13]1[CH:12]([C:22]2[CH:23]=[CH:24][CH:25]=[CH:26][CH:27]=2)[CH2:11][N:10]2[CH:28]=[C:7]([C:1]3[CH:2]=[CH:3][CH:4]=[CH:5][CH:6]=3)[N:8]=[C:9]2[C@@H:14]1[CH2:15][C:16]1[CH:21]=[CH:20][CH:19]=[CH:18][CH:17]=1)=[O:33]. The catalyst class is: 22.